From a dataset of Forward reaction prediction with 1.9M reactions from USPTO patents (1976-2016). Predict the product of the given reaction. (1) The product is: [C:1]([NH:5][C:6]([C:8]1[C:16]2[C:11](=[N:12][CH:13]=[C:14]([C:17]3[C:21]4[CH2:22][CH2:23][CH2:24][CH2:25][CH2:26][C:20]=4[N:19]([CH3:27])[N:18]=3)[N:15]=2)[NH:10][CH:9]=1)=[O:7])([CH3:4])([CH3:3])[CH3:2]. Given the reactants [C:1]([NH:5][C:6]([C:8]1[C:16]2[C:11](=[N:12][CH:13]=[C:14]([C:17]3[C:21]4[CH2:22][CH2:23][CH2:24][CH2:25][CH2:26][C:20]=4[N:19]([CH3:27])[N:18]=3)[N:15]=2)[N:10](COCC[Si](C)(C)C)[CH:9]=1)=[O:7])([CH3:4])([CH3:3])[CH3:2].C(O)(C(F)(F)F)=O.C(N)CN, predict the reaction product. (2) Given the reactants [Cl:1]C(OCC)=O.CCN(C(C)C)C(C)C.[CH3:16][C:17]1[CH:18]=[CH:19][C:20]2[CH:21]([CH3:29])[CH:22]3[CH2:26][NH:25][CH2:24][CH:23]3[C:27]=2[CH:28]=1, predict the reaction product. The product is: [CH3:16][C:17]1[C:18]([Cl:1])=[CH:19][C:20]2[CH:21]([CH3:29])[CH:22]3[CH2:26][NH:25][CH2:24][CH:23]3[C:27]=2[CH:28]=1. (3) Given the reactants C([O:3][C:4]([C:6]1[C:7]([C:26]([F:29])([F:28])[F:27])=[N:8][N:9]([CH2:11][C:12]2[CH:17]=[CH:16][C:15]([CH2:18][N:19]3[CH:24]=[CH:23][CH:22]=[CH:21][C:20]3=[O:25])=[CH:14][CH:13]=2)[CH:10]=1)=[O:5])C.[OH-].[Li+], predict the reaction product. The product is: [O:25]=[C:20]1[CH:21]=[CH:22][CH:23]=[CH:24][N:19]1[CH2:18][C:15]1[CH:16]=[CH:17][C:12]([CH2:11][N:9]2[CH:10]=[C:6]([C:4]([OH:5])=[O:3])[C:7]([C:26]([F:29])([F:28])[F:27])=[N:8]2)=[CH:13][CH:14]=1. (4) Given the reactants [Cl:1][C:2]1[CH:7]=[C:6]([Cl:8])[C:5]([F:9])=[CH:4][C:3]=1[CH:10]1[CH2:15][NH:14][CH2:13][CH2:12][NH:11]1.Cl[C:17]1[C:26]2[C:21](=[CH:22][C:23]([O:29][CH3:30])=[C:24]([O:27][CH3:28])[CH:25]=2)[N:20]=[CH:19][N:18]=1, predict the reaction product. The product is: [Cl:1][C:2]1[CH:7]=[C:6]([Cl:8])[C:5]([F:9])=[CH:4][C:3]=1[CH:10]1[NH:11][CH2:12][CH2:13][N:14]([C:17]2[C:26]3[C:21](=[CH:22][C:23]([O:29][CH3:30])=[C:24]([O:27][CH3:28])[CH:25]=3)[N:20]=[CH:19][N:18]=2)[CH2:15]1.